Dataset: Reaction yield outcomes from USPTO patents with 853,638 reactions. Task: Predict the reaction yield, written as a fraction of the theoretical maximum amount of product (1.0 means a 100% yield; for example, 0.34 means a 34% yield). (1) The reactants are [Br:1][C:2]1[C:6]2[C:7](Cl)=[N:8][CH:9]=[CH:10][C:5]=2[S:4][CH:3]=1.[NH4+:12].[OH-]. The catalyst is O1CCOCC1. The product is [Br:1][C:2]1[C:6]2[C:7]([NH2:12])=[N:8][CH:9]=[CH:10][C:5]=2[S:4][CH:3]=1. The yield is 0.940. (2) The reactants are [Cl:1][C:2]1[CH:7]=[C:6]([F:8])[CH:5]=[CH:4][C:3]=1[N:9]1[CH:13]=[N:12][N:11]=[C:10]1[C:14]1[S:23][C:22]2[C:21]3[CH:24]=[C:25]([C:28]#[N:29])[CH:26]=[CH:27][C:20]=3[O:19][CH2:18][CH2:17][C:16]=2[CH:15]=1.C([O-])([O-])=[O:31].[K+].[K+].OO. The catalyst is CS(C)=O.CO. The product is [Cl:1][C:2]1[CH:7]=[C:6]([F:8])[CH:5]=[CH:4][C:3]=1[N:9]1[CH:13]=[N:12][N:11]=[C:10]1[C:14]1[S:23][C:22]2[C:21]3[CH:24]=[C:25]([C:28]([NH2:29])=[O:31])[CH:26]=[CH:27][C:20]=3[O:19][CH2:18][CH2:17][C:16]=2[CH:15]=1. The yield is 0.890.